From a dataset of NCI-60 drug combinations with 297,098 pairs across 59 cell lines. Regression. Given two drug SMILES strings and cell line genomic features, predict the synergy score measuring deviation from expected non-interaction effect. (1) Drug 1: CCC1=CC2CC(C3=C(CN(C2)C1)C4=CC=CC=C4N3)(C5=C(C=C6C(=C5)C78CCN9C7C(C=CC9)(C(C(C8N6C)(C(=O)OC)O)OC(=O)C)CC)OC)C(=O)OC.C(C(C(=O)O)O)(C(=O)O)O. Drug 2: C1=NC2=C(N=C(N=C2N1C3C(C(C(O3)CO)O)F)Cl)N. Cell line: HS 578T. Synergy scores: CSS=57.6, Synergy_ZIP=-2.78, Synergy_Bliss=-2.10, Synergy_Loewe=-22.3, Synergy_HSA=-0.967. (2) Drug 1: C1CC(C1)(C(=O)O)C(=O)O.[NH2-].[NH2-].[Pt+2]. Drug 2: C1=CC=C(C(=C1)C(C2=CC=C(C=C2)Cl)C(Cl)Cl)Cl. Cell line: 786-0. Synergy scores: CSS=0.872, Synergy_ZIP=-1.11, Synergy_Bliss=-0.0487, Synergy_Loewe=-2.33, Synergy_HSA=-0.533. (3) Drug 1: CC1=C2C(C(=O)C3(C(CC4C(C3C(C(C2(C)C)(CC1OC(=O)C(C(C5=CC=CC=C5)NC(=O)C6=CC=CC=C6)O)O)OC(=O)C7=CC=CC=C7)(CO4)OC(=O)C)O)C)OC(=O)C. Drug 2: CC1CCCC2(C(O2)CC(NC(=O)CC(C(C(=O)C(C1O)C)(C)C)O)C(=CC3=CSC(=N3)C)C)C. Cell line: IGROV1. Synergy scores: CSS=41.6, Synergy_ZIP=-3.89, Synergy_Bliss=-2.89, Synergy_Loewe=1.27, Synergy_HSA=3.11. (4) Drug 1: CC(CN1CC(=O)NC(=O)C1)N2CC(=O)NC(=O)C2. Drug 2: CN(C)C1=NC(=NC(=N1)N(C)C)N(C)C. Cell line: SW-620. Synergy scores: CSS=38.3, Synergy_ZIP=3.45, Synergy_Bliss=1.18, Synergy_Loewe=-13.6, Synergy_HSA=-1.37.